Task: Predict the product of the given reaction.. Dataset: Forward reaction prediction with 1.9M reactions from USPTO patents (1976-2016) (1) Given the reactants Cl.[F:2][C:3]([F:34])([F:33])[C:4]1[CH:5]=[C:6]([CH:26]=[C:27]([C:29]([F:32])([F:31])[F:30])[CH:28]=1)[CH2:7][N:8]([CH3:25])[C:9]([C@@H:11]1[CH2:16][CH2:15][NH:14][CH2:13][C@H:12]1[C:17]1[CH:22]=[CH:21][C:20]([F:23])=[CH:19][C:18]=1[CH3:24])=[O:10].CCN(CC)CC.Cl[CH2:43][CH2:44][S:45](Cl)(=[O:47])=[O:46].O, predict the reaction product. The product is: [F:34][C:3]([F:2])([F:33])[C:4]1[CH:5]=[C:6]([CH:26]=[C:27]([C:29]([F:30])([F:31])[F:32])[CH:28]=1)[CH2:7][N:8]([CH3:25])[C:9]([C@@H:11]1[CH2:16][CH2:15][N:14]([S:45]([CH:44]=[CH2:43])(=[O:47])=[O:46])[CH2:13][C@H:12]1[C:17]1[CH:22]=[CH:21][C:20]([F:23])=[CH:19][C:18]=1[CH3:24])=[O:10]. (2) Given the reactants [C:1]([O:5][C:6](=[O:37])[CH2:7][N:8]([S:26]([C:29]1[CH:34]=[C:33]([Cl:35])[CH:32]=[C:31]([Cl:36])[CH:30]=1)(=[O:28])=[O:27])[C:9]1[CH:10]=[C:11]2[C:15](=[CH:16][CH:17]=1)[N:14]([C:18]1[CH:23]=[C:22]([S:24][CH3:25])[CH:21]=[CH:20][N:19]=1)[CH:13]=[CH:12]2)([CH3:4])([CH3:3])[CH3:2].OO.S([O-])([O-])(=[O:42])=S.[Na+].[Na+].C(=O)([O-])O.[Na+], predict the reaction product. The product is: [C:1]([O:5][C:6](=[O:37])[CH2:7][N:8]([S:26]([C:29]1[CH:30]=[C:31]([Cl:36])[CH:32]=[C:33]([Cl:35])[CH:34]=1)(=[O:27])=[O:28])[C:9]1[CH:10]=[C:11]2[C:15](=[CH:16][CH:17]=1)[N:14]([C:18]1[CH:23]=[C:22]([S:24]([CH3:25])=[O:42])[CH:21]=[CH:20][N:19]=1)[CH:13]=[CH:12]2)([CH3:4])([CH3:2])[CH3:3]. (3) Given the reactants [I-].[C:2]1([P+:8]([C:13]2[CH:18]=[CH:17][CH:16]=[CH:15][CH:14]=2)([CH2:11][CH3:12])[CH2:9][CH3:10])[CH:7]=[CH:6][CH:5]=[CH:4][CH:3]=1.[OH-:19], predict the reaction product. The product is: [OH-:19].[C:13]1([P+:8]([C:2]2[CH:3]=[CH:4][CH:5]=[CH:6][CH:7]=2)([CH2:11][CH3:12])[CH2:9][CH3:10])[CH:14]=[CH:15][CH:16]=[CH:17][CH:18]=1. (4) Given the reactants [Cl:1][C:2]1[CH:3]=[CH:4][C:5](F)=[C:6]([CH:9]=1)[C:7]#[N:8].Cl[C:12]1[CH:17]=C(Cl)C=C(C)[C:13]=1[S:20](CC)(=O)=O.C(S)CC, predict the reaction product. The product is: [Cl:1][C:2]1[CH:3]=[CH:4][C:5]([S:20][CH2:13][CH2:12][CH3:17])=[C:6]([CH:9]=1)[C:7]#[N:8].